Dataset: Full USPTO retrosynthesis dataset with 1.9M reactions from patents (1976-2016). Task: Predict the reactants needed to synthesize the given product. (1) Given the product [F:22][C:23]1[CH:28]=[CH:27][C:26]([C:29](=[O:37])[CH2:30][N:31]2[CH2:32][CH2:33][N:34]([CH2:2][C:3]3[CH:8]=[C:7]([O:9][CH2:10][CH2:11][CH2:12][CH2:13][CH3:14])[C:6]([OH:15])=[C:5]([O:16][CH2:17][CH2:18][CH2:19][CH2:20][CH3:21])[CH:4]=3)[CH2:35][CH2:36]2)=[CH:25][CH:24]=1, predict the reactants needed to synthesize it. The reactants are: O[CH2:2][C:3]1[CH:8]=[C:7]([O:9][CH2:10][CH2:11][CH2:12][CH2:13][CH3:14])[C:6]([OH:15])=[C:5]([O:16][CH2:17][CH2:18][CH2:19][CH2:20][CH3:21])[CH:4]=1.[F:22][C:23]1[CH:28]=[CH:27][C:26]([C:29](=[O:37])[CH2:30][N:31]2[CH2:36][CH2:35][NH:34][CH2:33][CH2:32]2)=[CH:25][CH:24]=1.C1C=CC(P(C2C=CC=CC=2)C2C=CC=CC=2)=CC=1.N(C(OCC)=O)=NC(OCC)=O. (2) Given the product [CH:21]1[CH:20]=[N:19][C:18]2[C:12]([C:13]3[CH:26]=[CH:25][C:24]([Cl:27])=[CH:23][C:14]=3[CH2:15][CH2:16][C:17]=2[CH:22]=1)=[C:9]1[CH2:10][CH2:11][NH:6][CH2:7][CH2:8]1, predict the reactants needed to synthesize it. The reactants are: C(OC([N:6]1[CH2:11][CH2:10][C:9](=[C:12]2[C:18]3=[N:19][CH:20]=[CH:21][CH:22]=[C:17]3[CH2:16][CH2:15][C:14]3[CH:23]=[C:24]([Cl:27])[CH:25]=[CH:26][C:13]2=3)[CH2:8][CH2:7]1)=O)C. (3) Given the product [Br:1][C:2]1[CH:3]=[CH:4][C:5]([Cl:20])=[C:6]([CH:19]=1)[CH2:7][NH:8][C:9]1[C:14]([N+:15]([O-:17])=[O:16])=[CH:13][N:12]=[C:11]([NH:21][CH2:22][C@@H:23]2[CH2:27][CH2:26][N:25]([C:28]([O:30][C:31]([CH3:34])([CH3:33])[CH3:32])=[O:29])[CH2:24]2)[N:10]=1, predict the reactants needed to synthesize it. The reactants are: [Br:1][C:2]1[CH:3]=[CH:4][C:5]([Cl:20])=[C:6]([CH:19]=1)[CH2:7][NH:8][C:9]1[C:14]([N+:15]([O-:17])=[O:16])=[CH:13][N:12]=[C:11](Cl)[N:10]=1.[NH2:21][CH2:22][C@@H:23]1[CH2:27][CH2:26][N:25]([C:28]([O:30][C:31]([CH3:34])([CH3:33])[CH3:32])=[O:29])[CH2:24]1.C(N(C(C)C)CC)(C)C.CN(C=O)C. (4) Given the product [Cl:1][C:2]1[CH:7]=[C:6]([OH:28])[CH:5]=[CH:4][C:3]=1[C:17]([OH:27])([CH2:18][N:19]1[CH:23]=[N:22][CH:21]=[N:20]1)[C:24]#[C:25][CH3:26], predict the reactants needed to synthesize it. The reactants are: [Cl:1][C:2]1[CH:7]=[C:6](B2OC(C)(C)C(C)(C)O2)[CH:5]=[CH:4][C:3]=1[C:17]([OH:27])([C:24]#[C:25][CH3:26])[CH2:18][N:19]1[CH:23]=[N:22][CH:21]=[N:20]1.[OH-:28].[Na+].OO.O. (5) Given the product [Cl:1][C:2]1[C:10]([C:11]#[N:12])=[CH:9][CH:8]=[C:7]2[C:3]=1[CH:4]=[C:5]([CH2:13][CH2:14][CH3:15])[N:6]2[CH2:17][CH2:18][O:19][C:20]1[CH:25]=[CH:24][C:23]([F:26])=[CH:22][CH:21]=1, predict the reactants needed to synthesize it. The reactants are: [Cl:1][C:2]1[C:10]([C:11]#[N:12])=[CH:9][CH:8]=[C:7]2[C:3]=1[CH:4]=[C:5]([CH2:13][CH2:14][CH3:15])[NH:6]2.Br[CH2:17][CH2:18][O:19][C:20]1[CH:25]=[CH:24][C:23]([F:26])=[CH:22][CH:21]=1. (6) Given the product [Br:2][C:3]1[CH:16]=[CH:15][C:6]([O:7][CH2:8][CH:9]2[CH2:10][CH2:11][N:12]([C:47]([C:43]3([C:42]([F:51])([F:50])[F:41])[CH2:46][CH2:45][CH2:44]3)=[O:48])[CH2:13][CH2:14]2)=[CH:5][C:4]=1[F:17], predict the reactants needed to synthesize it. The reactants are: Cl.[Br:2][C:3]1[CH:16]=[CH:15][C:6]([O:7][CH2:8][CH:9]2[CH2:14][CH2:13][NH:12][CH2:11][CH2:10]2)=[CH:5][C:4]=1[F:17].CCN(C(C)C)C(C)C.C1C=CC2N(O)N=NC=2C=1.C(Cl)CCl.[F:41][C:42]([F:51])([F:50])[C:43]1([C:47](O)=[O:48])[CH2:46][CH2:45][CH2:44]1. (7) Given the product [Br:1][C:2]1[CH:7]=[C:6]([Cl:8])[C:5]([S:9]([NH:14][C:15]2[C:16]([CH3:22])=[N:17][N:18]([CH3:21])[C:19]=2[CH3:20])(=[O:11])=[O:10])=[C:4]([Cl:13])[CH:3]=1, predict the reactants needed to synthesize it. The reactants are: [Br:1][C:2]1[CH:7]=[C:6]([Cl:8])[C:5]([S:9](Cl)(=[O:11])=[O:10])=[C:4]([Cl:13])[CH:3]=1.[NH2:14][C:15]1[C:16]([CH3:22])=[N:17][N:18]([CH3:21])[C:19]=1[CH3:20].